This data is from Forward reaction prediction with 1.9M reactions from USPTO patents (1976-2016). The task is: Predict the product of the given reaction. Given the reactants [F:1][C:2]1[CH:7]=[CH:6][C:5]([C:8]2[S:12][C:11]([CH2:13][OH:14])=[N:10][C:9]=2[C:15]([OH:17])=O)=[CH:4][CH:3]=1.CCN=C=NCCCN(C)C.Cl.ON1C2C=CC=CC=2N=N1.[F:40][C:41]1[C:56]([F:57])=[CH:55][C:44]2[NH:45][C:46]([CH2:48][CH:49]3[CH2:54][CH2:53][CH2:52][CH2:51][NH:50]3)=[N:47][C:43]=2[CH:42]=1, predict the reaction product. The product is: [F:40][C:41]1[C:56]([F:57])=[CH:55][C:44]2[NH:45][C:46]([CH2:48][CH:49]3[CH2:54][CH2:53][CH2:52][CH2:51][N:50]3[C:15]([C:9]3[N:10]=[C:11]([CH2:13][OH:14])[S:12][C:8]=3[C:5]3[CH:4]=[CH:3][C:2]([F:1])=[CH:7][CH:6]=3)=[O:17])=[N:47][C:43]=2[CH:42]=1.